This data is from Full USPTO retrosynthesis dataset with 1.9M reactions from patents (1976-2016). The task is: Predict the reactants needed to synthesize the given product. (1) Given the product [Cl:22][C:23]1[CH:24]=[C:25]([NH:29][C:15]([N:12]2[CH2:13][CH2:14][C:9]3[NH:8][N:7]=[C:6]([C:2]4([CH3:1])[CH2:3][CH2:4][CH2:5]4)[C:10]=3[CH2:11]2)=[O:17])[CH:26]=[CH:27][CH:28]=1, predict the reactants needed to synthesize it. The reactants are: [CH3:1][C:2]1([C:6]2[C:10]3[CH2:11][N:12]([C:15]([O:17]C(C)(C)C)=O)[CH2:13][CH2:14][C:9]=3[NH:8][N:7]=2)[CH2:5][CH2:4][CH2:3]1.[Cl:22][C:23]1[CH:28]=[CH:27][CH:26]=[C:25]([N:29]=C=O)[CH:24]=1. (2) Given the product [ClH:42].[ClH:44].[NH2:7][CH2:8][CH2:9][N:10]1[C:18]2[C:17]([NH:19][C:20]3[CH:25]=[CH:24][C:23]([O:26][C:27]4[CH:32]=[CH:31][CH:30]=[C:29]([C:33]5[S:34][CH:35]=[C:36]([C:38]([F:40])([F:39])[F:41])[N:37]=5)[CH:28]=4)=[C:22]([Cl:42])[CH:21]=3)=[N:16][CH:15]=[N:14][C:13]=2[CH:12]=[CH:11]1, predict the reactants needed to synthesize it. The reactants are: C(OC(=O)[NH:7][CH2:8][CH2:9][N:10]1[C:18]2[C:17]([NH:19][C:20]3[CH:25]=[CH:24][C:23]([O:26][C:27]4[CH:32]=[CH:31][CH:30]=[C:29]([C:33]5[S:34][CH:35]=[C:36]([C:38]([F:41])([F:40])[F:39])[N:37]=5)[CH:28]=4)=[C:22]([Cl:42])[CH:21]=3)=[N:16][CH:15]=[N:14][C:13]=2[CH:12]=[CH:11]1)(C)(C)C.[ClH:44].CO. (3) Given the product [N+:1]([C:4]1[CH:9]=[N:8][C:7]2=[N:10][C:16]([OH:17])=[C:15]([OH:14])[N:11]=[C:6]2[CH:5]=1)([O-:3])=[O:2], predict the reactants needed to synthesize it. The reactants are: [N+:1]([C:4]1[CH:5]=[C:6]([NH2:11])[C:7]([NH2:10])=[N:8][CH:9]=1)([O-:3])=[O:2].C([O:14][C:15](=O)[C:16](OCC)=[O:17])C. (4) Given the product [NH:11]([C:2]1[C:7]([I:8])=[C:6]([CH3:9])[CH:5]=[CH:4][N:3]=1)[NH2:12], predict the reactants needed to synthesize it. The reactants are: Cl[C:2]1[C:7]([I:8])=[C:6]([CH3:9])[CH:5]=[CH:4][N:3]=1.O.[NH2:11][NH2:12]. (5) Given the product [ClH:1].[OH:25][C:21]1[CH:20]=[C:19]([CH:24]=[CH:23][CH:22]=1)[NH:18][C:2]1[CH:7]=[C:6]([C:8]([F:11])([F:10])[F:9])[N:5]=[C:4]([C:12]2[CH:17]=[N:16][CH:15]=[CH:14][N:13]=2)[N:3]=1, predict the reactants needed to synthesize it. The reactants are: [Cl:1][C:2]1[CH:7]=[C:6]([C:8]([F:11])([F:10])[F:9])[N:5]=[C:4]([C:12]2[CH:17]=[N:16][CH:15]=[CH:14][N:13]=2)[N:3]=1.[NH2:18][C:19]1[CH:20]=[C:21]([OH:25])[CH:22]=[CH:23][CH:24]=1.